From a dataset of Reaction yield outcomes from USPTO patents with 853,638 reactions. Predict the reaction yield, written as a fraction of the theoretical maximum amount of product (1.0 means a 100% yield; for example, 0.34 means a 34% yield). The reactants are Br[C:2]1[CH:3]=[N:4][C:5]2[C:10]([CH:11]=1)=[CH:9][C:8]([NH2:12])=[CH:7][CH:6]=2.[CH3:13][O-:14].[Na+]. The catalyst is CO.[Cu]. The product is [CH3:13][O:14][C:2]1[CH:3]=[N:4][C:5]2[C:10]([CH:11]=1)=[CH:9][C:8]([NH2:12])=[CH:7][CH:6]=2. The yield is 0.590.